Dataset: Forward reaction prediction with 1.9M reactions from USPTO patents (1976-2016). Task: Predict the product of the given reaction. (1) The product is: [CH2:2]([NH:6][CH:14]1[CH2:19][CH2:18][N:17]([C:20]([O:22][C:23]([CH3:26])([CH3:25])[CH3:24])=[O:21])[CH2:16][CH2:15]1)[CH2:3][C:4]#[CH:5]. Given the reactants Cl.[CH2:2]([NH2:6])[CH2:3][C:4]#[CH:5].C([O-])([O-])=O.[K+].[K+].O=[C:14]1[CH2:19][CH2:18][N:17]([C:20]([O:22][C:23]([CH3:26])([CH3:25])[CH3:24])=[O:21])[CH2:16][CH2:15]1.[BH-](OC(C)=O)(OC(C)=O)OC(C)=O.[Na+], predict the reaction product. (2) Given the reactants [N:1]1([CH2:6][C:7]2[CH:8]=[C:9]3[N:15]=[C:14]([C:16]4[CH:22]=[CH:21][CH:20]=[CH:19][C:17]=4[NH2:18])[S:13][C:10]3=[N:11][CH:12]=2)[CH2:5][CH2:4][CH2:3][CH2:2]1.[CH3:23][C:24]1[O:28][C:27]([C:29]2[CH:34]=[CH:33][CH:32]=[CH:31][CH:30]=2)=[N:26][C:25]=1[C:35](O)=[O:36], predict the reaction product. The product is: [CH3:23][C:24]1[O:28][C:27]([C:29]2[CH:34]=[CH:33][CH:32]=[CH:31][CH:30]=2)=[N:26][C:25]=1[C:35]([NH:18][C:17]1[CH:19]=[CH:20][CH:21]=[CH:22][C:16]=1[C:14]1[S:13][C:10]2[C:9]([N:15]=1)=[CH:8][C:7]([CH2:6][N:1]1[CH2:2][CH2:3][CH2:4][CH2:5]1)=[CH:12][N:11]=2)=[O:36]. (3) Given the reactants [Br:1][C:2]1[C:3](=[O:27])[NH:4][C:5](=[O:26])[N:6]([CH:25]=1)[C@@H:7]1[O:24][C@H:18]([CH2:19][O:20][C:21](=[O:23])[CH3:22])[C@@H:13]([O:14][C:15](=[O:17])[CH3:16])[C@H:8]1[O:9][C:10](=[O:12])[CH3:11].C(N(CC)CC)C.[C:35](Cl)(=[O:42])[C:36]1[CH:41]=[CH:40][CH:39]=[CH:38][CH:37]=1.N1C=CC=CC=1, predict the reaction product. The product is: [Br:1][C:2]1[C:3](=[O:27])[N:4]([C:35](=[O:42])[C:36]2[CH:41]=[CH:40][CH:39]=[CH:38][CH:37]=2)[C:5](=[O:26])[N:6]([CH:25]=1)[C@@H:7]1[O:24][C@H:18]([CH2:19][O:20][C:21](=[O:23])[CH3:22])[C@@H:13]([O:14][C:15](=[O:17])[CH3:16])[C@H:8]1[O:9][C:10](=[O:12])[CH3:11]. (4) The product is: [NH2:4][C:3]1[CH:5]=[C:6]([N+:9]([O-:11])=[O:10])[CH:7]=[CH:8][C:2]=1[SH:21]. Given the reactants F[C:2]1[CH:8]=[CH:7][C:6]([N+:9]([O-:11])=[O:10])=[CH:5][C:3]=1[NH2:4].O.O.O.O.O.O.O.O.O.[S-2:21].[Na+].[Na+].C(=O)(O)[O-].[Na+].O, predict the reaction product. (5) Given the reactants [Cl:1][C:2]1[CH:3]=[C:4]2[C:9](=[CH:10][CH:11]=1)[CH:8]=[C:7]([S:12]([CH2:15][C@@H:16]([OH:20])[C:17]([OH:19])=O)(=[O:14])=[O:13])[CH:6]=[CH:5]2.Cl.Cl.Cl.[CH3:24][N:25]1[C:29]([CH2:30][N:31]2[CH2:36][CH2:35][NH:34][CH2:33][CH2:32]2)=[CH:28][S:27]/[C:26]/1=[N:37]\[CH3:38].C1C=CC2N(O)N=NC=2C=1.CCN=C=NCCCN(C)C, predict the reaction product. The product is: [Cl:1][C:2]1[CH:3]=[C:4]2[C:9](=[CH:10][CH:11]=1)[CH:8]=[C:7]([S:12]([CH2:15][C@@H:16]([OH:20])[C:17]([N:34]1[CH2:35][CH2:36][N:31]([CH2:30][C:29]3[N:25]([CH3:24])/[C:26](=[N:37]/[CH3:38])/[S:27][CH:28]=3)[CH2:32][CH2:33]1)=[O:19])(=[O:13])=[O:14])[CH:6]=[CH:5]2. (6) Given the reactants [CH3:1][S:2]([C:5]1[CH:10]=[CH:9][C:8]([C:11]2[CH2:15][O:14][C:13](=[O:16])[C:12]=2[C:17]2[CH:22]=[CH:21][CH:20]=[CH:19][CH:18]=2)=[CH:7][CH:6]=1)(=[O:4])=[O:3].CC(C[AlH]CC(C)C)C.[OH-].[Na+], predict the reaction product. The product is: [CH3:1][S:2]([C:5]1[CH:6]=[CH:7][C:8](/[C:11](=[C:12](\[C:17]2[CH:18]=[CH:19][CH:20]=[CH:21][CH:22]=2)/[CH2:13][OH:16])/[CH2:15][OH:14])=[CH:9][CH:10]=1)(=[O:3])=[O:4]. (7) Given the reactants C(NC(C)C)(C)C.[Li]CCCC.[Li+].CC([N-]C(C)C)C.C([N-]C(C)C)(C)C.[Li+].[C:29]([O:32][C:33]([CH3:36])([CH3:35])[CH3:34])(=[O:31])[CH3:30].[C:37]([Si:41]([CH3:44])([CH3:43])Cl)([CH3:40])([CH3:39])[CH3:38], predict the reaction product. The product is: [C:33]([O:32][C:29]([O:31][Si:41]([C:37]([CH3:40])([CH3:39])[CH3:38])([CH3:44])[CH3:43])=[CH2:30])([CH3:36])([CH3:35])[CH3:34]. (8) The product is: [CH3:30][O:29][C:27](=[O:28])[C:26]1[CH:31]=[CH:32][C:23]([N:16]2[CH:17]=[C:13]([C:12]3[C:8]([C:5]4[CH:6]=[CH:7][C:2]([F:1])=[CH:3][CH:4]=4)=[N:9][O:10][C:11]=3[C:18]([F:21])([F:19])[F:20])[N:14]=[CH:15]2)=[CH:24][CH:25]=1. Given the reactants [F:1][C:2]1[CH:7]=[CH:6][C:5]([C:8]2[C:12]([C:13]3[N:14]=[CH:15][NH:16][CH:17]=3)=[C:11]([C:18]([F:21])([F:20])[F:19])[O:10][N:9]=2)=[CH:4][CH:3]=1.F[C:23]1[CH:32]=[CH:31][C:26]([C:27]([O:29][CH3:30])=[O:28])=[CH:25][CH:24]=1, predict the reaction product. (9) Given the reactants [CH3:1][C@@H:2]([OH:5])[C:3]#[CH:4].Cl.[NH2:7][C:8]([CH3:27])([CH3:26])[C@H:9]([NH:14][C:15](=[O:25])[C:16]1[CH:21]=[CH:20][C:19]([C:22]#[C:23]Br)=[CH:18][CH:17]=1)[C:10]([O:12][CH3:13])=[O:11].CO, predict the reaction product. The product is: [NH2:7][C:8]([CH3:27])([CH3:26])[C@H:9]([NH:14][C:15](=[O:25])[C:16]1[CH:17]=[CH:18][C:19]([C:22]#[C:23][C:4]#[C:3][C@H:2]([OH:5])[CH3:1])=[CH:20][CH:21]=1)[C:10]([O:12][CH3:13])=[O:11].